Dataset: NCI-60 drug combinations with 297,098 pairs across 59 cell lines. Task: Regression. Given two drug SMILES strings and cell line genomic features, predict the synergy score measuring deviation from expected non-interaction effect. Drug 1: CC1CCC2CC(C(=CC=CC=CC(CC(C(=O)C(C(C(=CC(C(=O)CC(OC(=O)C3CCCCN3C(=O)C(=O)C1(O2)O)C(C)CC4CCC(C(C4)OC)OCCO)C)C)O)OC)C)C)C)OC. Drug 2: C1=CC=C(C(=C1)C(C2=CC=C(C=C2)Cl)C(Cl)Cl)Cl. Cell line: PC-3. Synergy scores: CSS=10.7, Synergy_ZIP=4.06, Synergy_Bliss=7.79, Synergy_Loewe=-7.24, Synergy_HSA=5.96.